From a dataset of Drug-target binding data from BindingDB using Ki measurements. Regression. Given a target protein amino acid sequence and a drug SMILES string, predict the binding affinity score between them. We predict pKi (pKi = -log10(Ki in M); higher means stronger inhibition). Dataset: bindingdb_ki. (1) The compound is CCCSC[C@H]1OC(n2cnc3c(N)ncnc32)[C@H](O)[C@@H]1O. The target protein (Q9CQ65) has sequence MASGSACTAVKIGIIGGTGLDDPEILEGRTEKYVDTPFGKPSDALILGKIKNVDCVLLARHGRQHTIMPSKVNYQANIWALKEEGCTHVIVTTACGSLREEIQPGDMVIIDQFIDRTSLRPQTFYDGSHCSARGVCHIPMAEPFCPKTREVLIETAKKLGLRCHSKGTIVTIEGPRFSSRAESLIFRTWGADVVNMTTVPEVVLAKEAGICYASIAMATDYDCWKEHEEAVSVDGVLKTMKENANKAKSLLLTTIPQIGSMEWSETLRNLKNMAQFSVLPPRH. The pKi is 5.8. (2) The compound is O=C1CC[C@@]2(O)[C@H]3Cc4ccc(O)c5c4[C@@]2(CCN3CC2CC2)[C@H]1O5. The target is MLLARMKPQVQPELGGADQ. The pKi is 5.0.